Dataset: Reaction yield outcomes from USPTO patents with 853,638 reactions. Task: Predict the reaction yield, written as a fraction of the theoretical maximum amount of product (1.0 means a 100% yield; for example, 0.34 means a 34% yield). (1) The reactants are [OH:1][C:2]1[CH:7]=[CH:6][C:5]([C:8](=[O:10])[CH3:9])=[CH:4][C:3]=1[O:11][CH3:12].C(=O)([O-])[O-].[K+].[K+].[CH2:19](Br)[C:20]1[CH:25]=[CH:24][CH:23]=[CH:22][CH:21]=1. The catalyst is [I-].[K+].CC(C)=O. The product is [CH2:19]([O:1][C:2]1[CH:7]=[CH:6][C:5]([C:8](=[O:10])[CH3:9])=[CH:4][C:3]=1[O:11][CH3:12])[C:20]1[CH:25]=[CH:24][CH:23]=[CH:22][CH:21]=1. The yield is 0.980. (2) The catalyst is CN(C)C=O. The product is [Cl:12][C:13]1[CH:14]=[CH:15][C:16]([NH:19][C:26]2[CH:31]=[N:30][CH:29]=[C:28]([N:4]3[CH:5]=[C:6]4[C:11]([CH:10]=[CH:9][CH:8]=[CH:7]4)=[N:3]3)[N:27]=2)=[CH:17][CH:18]=1.[Cl:12][C:13]1[CH:14]=[CH:15][C:16]([NH:19][C:26]2[CH:31]=[N:30][CH:29]=[C:28]([N:3]3[C:11]4[C:6](=[CH:7][CH:8]=[CH:9][CH:10]=4)[CH:5]=[N:4]3)[N:27]=2)=[CH:17][CH:18]=1. The yield is 0.130. The reactants are [H-].[Na+].[NH:3]1[C:11]2[C:6](=[CH:7][CH:8]=[CH:9][CH:10]=2)[CH:5]=[N:4]1.[Cl:12][C:13]1[CH:18]=[CH:17][C:16]([N:19]([C:26]2[CH:31]=[N:30][CH:29]=[C:28](Cl)[N:27]=2)C(=O)C(C)(C)C)=[CH:15][CH:14]=1. (3) The reactants are [NH2:1][C:2]1[C:7]([NH2:8])=[CH:6][C:5]([Br:9])=[CH:4][N:3]=1.[CH:10](O)=O. No catalyst specified. The product is [Br:9][C:5]1[CH:6]=[C:7]2[NH:8][CH:10]=[N:1][C:2]2=[N:3][CH:4]=1. The yield is 0.950. (4) The reactants are [F:1][C:2]1[CH:9]=[CH:8][C:7]([C:10]2[S:14][CH:13]=[N:12][CH:11]=2)=[CH:6][C:3]=1[C:4]#[N:5].C([O-])(=O)C.[K+].[Br:20]Br.[OH-].[Na+]. The catalyst is C(O)(=O)C. The product is [Br:20][C:13]1[S:14][C:10]([C:7]2[CH:8]=[CH:9][C:2]([F:1])=[C:3]([CH:6]=2)[C:4]#[N:5])=[CH:11][N:12]=1. The yield is 0.300. (5) The reactants are [CH3:1][C:2]1[CH:3]=[C:4]([C:25]2[CH:26]=[C:27]([CH:37]=[CH:38][CH:39]=2)[CH2:28][NH:29]C(=O)OC(C)(C)C)[C:5]2[N:6]([N:8]=[C:9]([NH:11][CH:12]3[CH2:17][CH2:16][N:15]([C:18]4[CH:23]=[C:22]([CH3:24])[N:21]=[CH:20][N:19]=4)[CH2:14][CH2:13]3)[N:10]=2)[CH:7]=1.[ClH:40]. The catalyst is C(Cl)Cl.CCOCC. The product is [ClH:40].[ClH:40].[NH2:29][CH2:28][C:27]1[CH:26]=[C:25]([C:4]2[C:5]3[N:6]([N:8]=[C:9]([NH:11][CH:12]4[CH2:13][CH2:14][N:15]([C:18]5[CH:23]=[C:22]([CH3:24])[N:21]=[CH:20][N:19]=5)[CH2:16][CH2:17]4)[N:10]=3)[CH:7]=[C:2]([CH3:1])[CH:3]=2)[CH:39]=[CH:38][CH:37]=1. The yield is 0.890. (6) The reactants are [Br:1][C:2]1[CH:3]=[N:4][CH:5]=[C:6]([CH:9]=1)[CH2:7]Cl.[CH2:10]([O:12][C:13](=[O:16])[CH2:14][NH2:15])[CH3:11].C(N(C(C)C)CC)(C)C.C1C[O:29]CC1. The catalyst is CCOC(C)=O. The product is [Br:1][C:2]1[CH:3]=[N:4][CH:5]=[C:6]([CH:9]=1)[C:7]([NH:15][CH2:14][C:13]([O:12][CH2:10][CH3:11])=[O:16])=[O:29]. The yield is 0.330. (7) The reactants are C[O:2][C:3](=[O:33])[CH:4]([C:17]1[CH:22]=[CH:21][C:20]([C:23]#[N:24])=[C:19]([NH:25][CH:26]2[CH2:31][CH2:30][CH:29]([OH:32])[CH2:28][CH2:27]2)[CH:18]=1)[C:5]1[CH:10]=[C:9]([O:11][CH3:12])[C:8]([O:13][CH3:14])=[C:7]([O:15][CH3:16])[CH:6]=1.[OH-].[Na+]. The catalyst is CCO.[Cl-].[Na+].O. The product is [C:23]([C:20]1[CH:21]=[CH:22][C:17]([CH:4]([C:5]2[CH:6]=[C:7]([O:15][CH3:16])[C:8]([O:13][CH3:14])=[C:9]([O:11][CH3:12])[CH:10]=2)[C:3]([OH:33])=[O:2])=[CH:18][C:19]=1[NH:25][CH:26]1[CH2:31][CH2:30][CH:29]([OH:32])[CH2:28][CH2:27]1)#[N:24]. The yield is 0.500.